Dataset: Full USPTO retrosynthesis dataset with 1.9M reactions from patents (1976-2016). Task: Predict the reactants needed to synthesize the given product. (1) Given the product [N:15]1[CH:16]=[CH:17][C:12]([CH2:11][N:7]2[C:8]3[C:4](=[CH:3][C:2]([NH:1][C:19]([N:42]4[C:43]5[C:39](=[CH:38][C:37]([O:36][CH3:35])=[C:45]([C:46]([F:49])([F:47])[F:48])[CH:44]=5)[CH2:40][CH2:41]4)=[O:20])=[CH:10][CH:9]=3)[CH:5]=[CH:6]2)=[CH:13][CH:14]=1, predict the reactants needed to synthesize it. The reactants are: [NH2:1][C:2]1[CH:3]=[C:4]2[C:8](=[CH:9][CH:10]=1)[N:7]([CH2:11][C:12]1[CH:17]=[CH:16][N:15]=[CH:14][CH:13]=1)[CH:6]=[CH:5]2.Cl[C:19](OC1C=CC=CC=1)=[O:20].C(N(CC)CC)C.[CH3:35][O:36][C:37]1[CH:38]=[C:39]2[C:43](=[CH:44][C:45]=1[C:46]([F:49])([F:48])[F:47])[NH:42][CH2:41][CH2:40]2. (2) Given the product [O:16]1[C:25]2[C:20](=[CH:21][CH:22]=[CH:23][C:24]=2[N:26]2[CH2:31][CH2:30][N:29]([CH2:2][CH2:3][CH2:4][CH2:5][O:6][C:7]3[CH:12]=[CH:11][N:10]4[N:13]=[CH:14][CH:15]=[C:9]4[CH:8]=3)[CH2:28][CH2:27]2)[CH2:19][CH2:18][CH2:17]1, predict the reactants needed to synthesize it. The reactants are: Br[CH2:2][CH2:3][CH2:4][CH2:5][O:6][C:7]1[CH:12]=[CH:11][N:10]2[N:13]=[CH:14][CH:15]=[C:9]2[CH:8]=1.[O:16]1[C:25]2[C:20](=[CH:21][CH:22]=[CH:23][C:24]=2[N:26]2[CH2:31][CH2:30][NH:29][CH2:28][CH2:27]2)[CH2:19][CH2:18][CH2:17]1. (3) Given the product [Br:1][C:2]1[N:6]2[C:7]([CH3:12])=[CH:8][N:9]=[C:10]([NH:14][CH2:15][C:16]3[CH:17]=[CH:18][C:19]([S:22]([NH2:25])(=[O:23])=[O:24])=[CH:20][CH:21]=3)[C:5]2=[N:4][CH:3]=1, predict the reactants needed to synthesize it. The reactants are: [Br:1][C:2]1[N:6]2[C:7]([CH3:12])=[CH:8][N:9]=[C:10](Cl)[C:5]2=[N:4][CH:3]=1.Cl.[NH2:14][CH2:15][C:16]1[CH:21]=[CH:20][C:19]([S:22]([NH2:25])(=[O:24])=[O:23])=[CH:18][CH:17]=1.CCN(C(C)C)C(C)C. (4) Given the product [CH:1]1([CH2:4][O:5][C:6]2[CH:14]=[CH:13][C:9]3[O:10][CH2:11][O:12][C:8]=3[C:7]=2[C:15]2[C:16]3[NH:23][CH:22]=[C:21]([C:24]([NH:36][C@H:37]([C@@H:67]([C:69]4[CH:70]=[CH:71][CH:72]=[CH:73][CH:74]=4)[CH3:68])[C:38]([N:40]4[CH2:41][CH2:42][CH:43]([N:46]5[N:55]=[C:54]([C:56]6[CH:61]=[CH:60][C:59]([O:62][CH3:63])=[C:58]([O:64][CH3:65])[CH:57]=6)[C@@H:53]6[C@@H:48]([CH2:49][CH2:50][CH2:51][CH2:52]6)[C:47]5=[O:66])[CH2:44][CH2:45]4)=[O:39])=[O:26])[C:17]=3[N:18]=[CH:19][N:20]=2)[CH2:3][CH2:2]1, predict the reactants needed to synthesize it. The reactants are: [CH:1]1([CH2:4][O:5][C:6]2[CH:14]=[CH:13][C:9]3[O:10][CH2:11][O:12][C:8]=3[C:7]=2[C:15]2[C:16]3[NH:23][CH:22]=[C:21]([C:24]([OH:26])=O)[C:17]=3[N:18]=[CH:19][N:20]=2)[CH2:3][CH2:2]1.CCN(C(C)C)C(C)C.[NH2:36][C@H:37]([C@@H:67]([C:69]1[CH:74]=[CH:73][CH:72]=[CH:71][CH:70]=1)[CH3:68])[C:38]([N:40]1[CH2:45][CH2:44][CH:43]([N:46]2[N:55]=[C:54]([C:56]3[CH:61]=[CH:60][C:59]([O:62][CH3:63])=[C:58]([O:64][CH3:65])[CH:57]=3)[C@@H:53]3[C@@H:48]([CH2:49][CH2:50][CH2:51][CH2:52]3)[C:47]2=[O:66])[CH2:42][CH2:41]1)=[O:39].CCOC(C(C#N)=NOC(N1CCOCC1)=[N+](C)C)=O.F[P-](F)(F)(F)(F)F.C(=O)(O)[O-].[Na+]. (5) Given the product [CH3:33][N:34]([CH3:35])[C:27]([C:26]1[CH:25]=[CH:24][C:23]([NH:22][C:20]([CH:13]2[C:12]3[C:7](=[CH:8][CH:9]=[CH:10][CH:11]=3)[C:6](=[O:32])[N:5]([CH2:4][CH2:3][O:2][CH3:1])[CH:14]2[C:15]2[S:16][CH:17]=[CH:18][CH:19]=2)=[O:21])=[CH:31][CH:30]=1)=[O:29], predict the reactants needed to synthesize it. The reactants are: [CH3:1][O:2][CH2:3][CH2:4][N:5]1[CH:14]([C:15]2[S:16][CH:17]=[CH:18][CH:19]=2)[CH:13]([C:20]([NH:22][C:23]2[CH:31]=[CH:30][C:26]([C:27]([OH:29])=O)=[CH:25][CH:24]=2)=[O:21])[C:12]2[C:7](=[CH:8][CH:9]=[CH:10][CH:11]=2)[C:6]1=[O:32].[CH3:33][N:34](C(ON1N=NC2C=CC=NC1=2)=[N+](C)C)[CH3:35].F[P-](F)(F)(F)(F)F.CNC. (6) Given the product [CH3:15][C:16]1([CH3:27])[CH2:20][C:19]2[CH:21]=[CH:22][CH:23]=[C:24]([CH2:25][NH:14][C:9]3[CH:10]=[CH:11][CH:12]=[CH:13][C:8]=3[O:1][C:2]3[CH:3]=[CH:4][CH:5]=[CH:6][CH:7]=3)[C:18]=2[O:17]1, predict the reactants needed to synthesize it. The reactants are: [O:1]([C:8]1[CH:13]=[CH:12][CH:11]=[CH:10][C:9]=1[NH2:14])[C:2]1[CH:7]=[CH:6][CH:5]=[CH:4][CH:3]=1.[CH3:15][C:16]1([CH3:27])[CH2:20][C:19]2[CH:21]=[CH:22][CH:23]=[C:24]([CH:25]=O)[C:18]=2[O:17]1.CO.[BH4-].[Na+]. (7) Given the product [O:31]1[CH2:32][CH2:33][N:34]([C:37]2[CH:38]=[CH:39][C:40]([NH:41][C:2]3[C:3]4[NH:21][N:20]=[CH:19][C:4]=4[N:5]=[C:6]([C:8]4[CH:18]=[CH:17][C:11]5[O:12][CH2:13][C:14](=[O:16])[NH:15][C:10]=5[CH:9]=4)[N:7]=3)=[CH:42][CH:43]=2)[CH2:35][CH2:36]1, predict the reactants needed to synthesize it. The reactants are: Cl[C:2]1[C:3]2[C:4](=[CH:19][N:20](CC3C=CC(OC)=CC=3)[N:21]=2)[N:5]=[C:6]([C:8]2[CH:18]=[CH:17][C:11]3[O:12][CH2:13][C:14](=[O:16])[NH:15][C:10]=3[CH:9]=2)[N:7]=1.[O:31]1[CH2:36][CH2:35][N:34]([C:37]2[CH:43]=[CH:42][C:40]([NH2:41])=[CH:39][CH:38]=2)[CH2:33][CH2:32]1.Cl.